Dataset: Forward reaction prediction with 1.9M reactions from USPTO patents (1976-2016). Task: Predict the product of the given reaction. (1) Given the reactants [C:1]([C:3]1[CH:4]=[C:5]([C:13]2[O:17][N:16]=[C:15]([C:18]3[CH:35]=[CH:34][C:21]4[CH2:22][CH2:23][N:24](C(OC(C)(C)C)=O)[CH2:25][CH2:26][C:20]=4[C:19]=3[CH3:36])[N:14]=2)[CH:6]=[N:7][C:8]=1[NH:9][CH:10]([CH3:12])[CH3:11])#[N:2].[ClH:37], predict the reaction product. The product is: [ClH:37].[CH3:12][CH:10]([NH:9][C:8]1[C:3]([C:1]#[N:2])=[CH:4][C:5]([C:13]2[O:17][N:16]=[C:15]([C:18]3[CH:35]=[CH:34][C:21]4[CH2:22][CH2:23][NH:24][CH2:25][CH2:26][C:20]=4[C:19]=3[CH3:36])[N:14]=2)=[CH:6][N:7]=1)[CH3:11]. (2) Given the reactants [NH2:1][C:2]1[C:3]([CH3:13])=[C:4]([CH:9]=[CH:10][C:11]=1[F:12])[C:5]([O:7][CH3:8])=[O:6].[N:14]([O-])=O.[Na+].C([O-])(=O)C.[K+].[CH3:23][C:24]([SH:27])([CH3:26])[CH3:25], predict the reaction product. The product is: [C:24]([S:27][N:14]=[N:1][C:2]1[C:3]([CH3:13])=[C:4]([CH:9]=[CH:10][C:11]=1[F:12])[C:5]([O:7][CH3:8])=[O:6])([CH3:26])([CH3:25])[CH3:23].